Dataset: Retrosynthesis with 50K atom-mapped reactions and 10 reaction types from USPTO. Task: Predict the reactants needed to synthesize the given product. Given the product Fc1ccc(C(Nc2nc3ccccc3[nH]2)c2ccc(F)cc2)cc1, predict the reactants needed to synthesize it. The reactants are: Clc1nc2ccccc2[nH]1.NC(c1ccc(F)cc1)c1ccc(F)cc1.